This data is from Full USPTO retrosynthesis dataset with 1.9M reactions from patents (1976-2016). The task is: Predict the reactants needed to synthesize the given product. (1) Given the product [N:30]1([CH2:29][CH2:28][O:27][C:22]2[CH:23]=[C:24]3[C:19](=[CH:20][CH:21]=2)[CH:18]=[C:17]([C:11]2[C:10]4[C:14](=[CH:15][CH:16]=[C:8]([C:6]5[N:7]=[C:40]([CH2:39][CH:38]([CH3:44])[CH3:37])[NH:42][N:43]=5)[CH:9]=4)[NH:13][N:12]=2)[CH:26]=[CH:25]3)[CH2:36][CH2:35][CH2:34][CH2:33][CH2:32][CH2:31]1, predict the reactants needed to synthesize it. The reactants are: Cl.Cl.C(O[C:6]([C:8]1[CH:9]=[C:10]2[C:14](=[CH:15][CH:16]=1)[NH:13][N:12]=[C:11]2[C:17]1[CH:26]=[CH:25][C:24]2[C:19](=[CH:20][CH:21]=[C:22]([O:27][CH2:28][CH2:29][N:30]3[CH2:36][CH2:35][CH2:34][CH2:33][CH2:32][CH2:31]3)[CH:23]=2)[CH:18]=1)=[NH:7])C.[CH3:37][CH:38]([CH3:44])[CH2:39][C:40]([NH:42][NH2:43])=O.C(N(CC)CC)C. (2) Given the product [CH2:16]([N:12]1[C:11]2[CH:10]=[C:9]([C:18]([F:21])([F:19])[F:20])[CH:8]=[C:7]([CH:5]([O:25][CH2:26][C:27]3([C:40]4[CH:41]=[CH:42][CH:43]=[CH:44][CH:45]=4)[CH2:32][CH2:31][N:30]([C:33]([O:35][C:36]([CH3:38])([CH3:39])[CH3:37])=[O:34])[CH2:29][CH2:28]3)[CH3:6])[C:15]=2[N:14]=[CH:13]1)[CH3:17], predict the reactants needed to synthesize it. The reactants are: ClC(Cl)(Cl)C(=N)O[CH:5]([C:7]1[C:15]2[N:14]=[CH:13][N:12]([CH2:16][CH3:17])[C:11]=2[CH:10]=[C:9]([C:18]([F:21])([F:20])[F:19])[CH:8]=1)[CH3:6].[OH:25][CH2:26][C:27]1([C:40]2[CH:45]=[CH:44][CH:43]=[CH:42][CH:41]=2)[CH2:32][CH2:31][N:30]([C:33]([O:35][C:36]([CH3:39])([CH3:38])[CH3:37])=[O:34])[CH2:29][CH2:28]1.ClC(Cl)C.C1CCCCC1. (3) Given the product [C:1]([CH2:3][C:4]1[N:5]([CH3:24])/[C:6](=[N:22]/[CH3:23])/[S:7][C:8]=1[CH:9]1[CH2:10][CH2:11][N:12]([C:15]([O:17][C:18]([CH3:21])([CH3:19])[CH3:20])=[O:16])[CH2:13][CH2:14]1)(=[O:26])[NH2:2], predict the reactants needed to synthesize it. The reactants are: [C:1](/[CH:3]=[C:4]1/[N:5]([CH3:24])/[C:6](=[N:22]/[CH3:23])/[S:7][CH:8]/1[CH:9]1[CH2:14][CH2:13][N:12]([C:15]([O:17][C:18]([CH3:21])([CH3:20])[CH3:19])=[O:16])[CH2:11][CH2:10]1)#[N:2].C(=O)([O-])[O-:26].[K+].[K+].OO. (4) Given the product [Cl:1][C:2]1[N:7]=[C:6]([C:8]2[S:12][CH:11]=[N:10][C:9]=2[C:13]2[CH:14]=[C:15]([NH:19][C:23](=[O:24])[C:22]3[CH:26]=[C:27]([F:30])[CH:28]=[CH:29][C:21]=3[F:20])[CH:16]=[CH:17][CH:18]=2)[CH:5]=[CH:4][N:3]=1, predict the reactants needed to synthesize it. The reactants are: [Cl:1][C:2]1[N:7]=[C:6]([C:8]2[S:12][CH:11]=[N:10][C:9]=2[C:13]2[CH:14]=[C:15]([NH2:19])[CH:16]=[CH:17][CH:18]=2)[CH:5]=[CH:4][N:3]=1.[F:20][C:21]1[CH:29]=[CH:28][C:27]([F:30])=[CH:26][C:22]=1[C:23](Cl)=[O:24]. (5) Given the product [NH2:18][CH2:17][C:16]([NH:15][C:11]1[CH:12]=[C:13]2[C:8](=[CH:9][CH:10]=1)[CH2:7][C@@:6]1([C:5](=[O:27])[NH:4][C:3](=[O:28])[N:2]1[CH3:1])[CH2:14]2)=[O:26], predict the reactants needed to synthesize it. The reactants are: [CH3:1][N:2]1[C@@:6]2([CH2:14][C:13]3[C:8](=[CH:9][CH:10]=[C:11]([NH:15][C:16](=[O:26])[CH2:17][NH:18]C(=O)OC(C)(C)C)[CH:12]=3)[CH2:7]2)[C:5](=[O:27])[NH:4][C:3]1=[O:28].Cl.N. (6) Given the product [Cl-:11].[NH2:10][C:8]1[N:9]=[C:3]2[C:4]([NH:5][CH:1]=[N:2]2)=[C:6]([N+:13]2([CH3:12])[CH2:17][CH2:16][CH2:15][CH2:14]2)[N:7]=1, predict the reactants needed to synthesize it. The reactants are: [CH:1]1[NH:2][C:3]2[N:9]=[C:8]([NH2:10])[N:7]=[C:6]([Cl:11])[C:4]=2[N:5]=1.[CH3:12][N:13]1[CH2:17][CH2:16][CH2:15][CH2:14]1.CC(C)=O.